Dataset: Full USPTO retrosynthesis dataset with 1.9M reactions from patents (1976-2016). Task: Predict the reactants needed to synthesize the given product. (1) Given the product [Br-:12].[OH:15][CH2:14][CH2:13][N+:6]1[C:5]2[CH:7]=[CH:8][C:9]([CH3:11])=[CH:10][C:4]=2[S:3][C:2]=1[CH3:1], predict the reactants needed to synthesize it. The reactants are: [CH3:1][C:2]1[S:3][C:4]2[CH:10]=[C:9]([CH3:11])[CH:8]=[CH:7][C:5]=2[N:6]=1.[Br:12][CH2:13][CH2:14][OH:15]. (2) Given the product [F:33][C:34]([F:36])([F:35])[CH:27]([C:26]1[CH:29]=[CH:30][CH:31]=[CH:32][C:25]=1[C:22]1[CH:23]=[CH:24][N:19]=[CH:20][CH:21]=1)[OH:28], predict the reactants needed to synthesize it. The reactants are: [F-].C([N+](CCCC)(CCCC)CCCC)CCC.[N:19]1[CH:24]=[CH:23][C:22]([C:25]2[CH:32]=[CH:31][CH:30]=[CH:29][C:26]=2[CH:27]=[O:28])=[CH:21][CH:20]=1.[F:33][C:34]([Si](C)(C)C)([F:36])[F:35].Cl.